From a dataset of Forward reaction prediction with 1.9M reactions from USPTO patents (1976-2016). Predict the product of the given reaction. (1) Given the reactants Cl[C:2]1[CH:7]=[C:6]([C:8]2[CH:13]=[CH:12][C:11]([C:14]([F:17])([F:16])[F:15])=[CH:10][CH:9]=2)[N:5]=[CH:4][N:3]=1.[CH3:18][O:19][C:20]1[CH:21]=[C:22]2[C:27](=[CH:28][CH:29]=1)[N:26]=[C:25]([CH3:30])[CH:24]=[C:23]2[OH:31].[H-].[Na+], predict the reaction product. The product is: [CH3:18][O:19][C:20]1[CH:21]=[C:22]2[C:27](=[CH:28][CH:29]=1)[N:26]=[C:25]([CH3:30])[CH:24]=[C:23]2[O:31][C:2]1[CH:7]=[C:6]([C:8]2[CH:13]=[CH:12][C:11]([C:14]([F:17])([F:16])[F:15])=[CH:10][CH:9]=2)[N:5]=[CH:4][N:3]=1. (2) Given the reactants [F:1][C:2]1[CH:8]=[C:7]([CH:9]=[CH2:10])[CH:6]=[CH:5][C:3]=1[NH2:4].[CH3:11][S:12](Cl)(=[O:14])=[O:13], predict the reaction product. The product is: [F:1][C:2]1[CH:8]=[C:7]([CH:9]=[CH2:10])[CH:6]=[CH:5][C:3]=1[NH:4][S:12]([CH3:11])(=[O:14])=[O:13]. (3) Given the reactants [F:1][C:2]1[CH:7]=[CH:6][C:5]([Br:8])=[CH:4][C:3]=1[OH:9].C([O-])([O-])=O.[Cs+].[Cs+].Br[CH2:17][CH:18]([F:20])[F:19], predict the reaction product. The product is: [Br:8][C:5]1[CH:6]=[CH:7][C:2]([F:1])=[C:3]([O:9][CH2:17][CH:18]([F:20])[F:19])[CH:4]=1. (4) Given the reactants ClC1C2N=C(C3C=C(C=CC=3)[C:14]([NH:16][CH2:17][CH2:18][CH:19]3[CH2:24][CH2:23][N:22]([C:25]4[CH:30]=[CH:29][N:28]=[CH:27][CH:26]=4)[CH2:21][CH2:20]3)=[O:15])SC=2C=CC=1.FC(F)(F)C(O)=O.N1(C2C=CN=CC=2)CCC(CCN)CC1.[O:56]1[C:60]2[CH:61]=[CH:62][CH:63]=[CH:64][C:59]=2[CH:58]=[C:57]1[C:65]1[CH:66]=[C:67]([CH:71]=[CH:72][CH:73]=1)C(O)=O, predict the reaction product. The product is: [O:56]1[C:60]2[CH:61]=[CH:62][CH:63]=[CH:64][C:59]=2[CH:58]=[C:57]1[C:65]1[CH:66]=[CH:67][CH:71]=[CH:72][C:73]=1[C:14]([NH:16][CH2:17][CH2:18][CH:19]1[CH2:24][CH2:23][N:22]([C:25]2[CH:30]=[CH:29][N:28]=[CH:27][CH:26]=2)[CH2:21][CH2:20]1)=[O:15]. (5) The product is: [CH2:65]([O:64][C:61](=[O:63])[CH2:62][O:50][C:68]1[CH:69]=[CH:70][C:71]([S:13]([N:16]2[CH2:25][CH:24]([CH3:26])[C:19]3[C:18](=[CH:23][C:22]([C:42]4[CH:43]=[CH:44][C:39]([C:38]([F:49])([F:48])[F:37])=[CH:40][CH:41]=4)=[CH:21][CH:20]=3)[CH2:17]2)(=[O:15])=[O:14])=[CH:72][C:67]=1[CH3:73])[CH3:66]. Given the reactants C(OC(=O)COC1C=CC=C([S:13]([N:16]2[CH2:25][CH:24]([CH3:26])[C:23]3[C:18](=[CH:19][C:20](OS(C(F)(F)F)(=O)=O)=[CH:21][CH:22]=3)[CH2:17]2)(=[O:15])=[O:14])C=1C)C.[F:37][C:38]([F:49])([F:48])[C:39]1[CH:44]=[CH:43][C:42](B(O)O)=[CH:41][CH:40]=1.[OH2:50].O.O.P([O-])([O-])([O-])=O.[K+].[K+].[K+].[C:61]([O:64][CH2:65][CH3:66])(=[O:63])[CH3:62].[C:67]1([CH3:73])[CH:72]=[CH:71][CH:70]=[CH:69][CH:68]=1, predict the reaction product. (6) The product is: [CH3:43][O:42][N:41]=[C:40]1[CH2:39][CH2:38][CH:37]=[C:36]1[O:35][C:32]1[CH:33]=[CH:34][C:29]([CH2:28][C:23]2[CH:22]=[C:21]([C@@:9]34[O:20][C@@:6]([CH2:44][OH:45])([CH2:7][O:8]3)[C@@H:5]([OH:4])[C@H:11]([OH:12])[C@H:10]4[OH:16])[CH:26]=[CH:25][C:24]=2[Cl:27])=[CH:30][CH:31]=1. Given the reactants C([O:4][C@H:5]1[C@H:11]([O:12]C(=O)C)[C@@H:10]([O:16]C(=O)C)[C@:9]2([C:21]3[CH:26]=[CH:25][C:24]([Cl:27])=[C:23]([CH2:28][C:29]4[CH:34]=[CH:33][C:32]([O:35][C:36]5[C:40](=[N:41][O:42][CH3:43])[CH2:39][CH2:38][CH:37]=5)=[CH:31][CH:30]=4)[CH:22]=3)[O:20][C@@:6]1([CH2:44][O:45]C(=O)C)[CH2:7][O:8]2)(=O)C.C1COCC1.O.O[Li].O, predict the reaction product. (7) Given the reactants [CH2:1]([O:3][CH2:4][C:5]1[N:6]([NH:18][CH2:19][CH2:20][CH2:21][NH:22][C:23](=[O:29])[O:24][C:25]([CH3:28])([CH3:27])[CH3:26])[C:7]2[C:16]3[CH:15]=[CH:14][CH:13]=[CH:12][C:11]=3[N:10]=[CH:9][C:8]=2[N:17]=1)[CH3:2].C1C=C(Cl)C=C(C(OO)=[O:38])C=1, predict the reaction product. The product is: [CH2:1]([O:3][CH2:4][C:5]1[N:6]([NH:18][CH2:19][CH2:20][CH2:21][NH:22][C:23](=[O:29])[O:24][C:25]([CH3:28])([CH3:27])[CH3:26])[C:7]2[C:16]3[CH:15]=[CH:14][CH:13]=[CH:12][C:11]=3[N+:10]([O-:38])=[CH:9][C:8]=2[N:17]=1)[CH3:2]. (8) Given the reactants C1(C[O:8][NH:9][C:10]([C:12]2[CH:13]=[C:14]([C:23]([O:25][CH2:26][CH3:27])=[O:24])[CH:15]=[C:16]([C:18]([O:20][CH2:21][CH3:22])=[O:19])[CH:17]=2)=[O:11])C=CC=CC=1, predict the reaction product. The product is: [OH:8][NH:9][C:10]([C:12]1[CH:13]=[C:14]([C:23]([O:25][CH2:26][CH3:27])=[O:24])[CH:15]=[C:16]([C:18]([O:20][CH2:21][CH3:22])=[O:19])[CH:17]=1)=[O:11]. (9) Given the reactants [OH:1][C:2]1[N:6]([C:7]2[CH:12]=[C:11]([C:13]#[N:14])[CH:10]=[CH:9][N:8]=2)[N:5]=[CH:4][CH:3]=1.[CH3:15][O:16][C:17]1[CH:24]=[CH:23][C:20]([CH2:21]O)=[CH:19][CH:18]=1, predict the reaction product. The product is: [CH3:15][O:16][C:17]1[CH:24]=[CH:23][C:20]([CH2:21][O:1][C:2]2[N:6]([C:7]3[CH:12]=[C:11]([C:13]#[N:14])[CH:10]=[CH:9][N:8]=3)[N:5]=[CH:4][CH:3]=2)=[CH:19][CH:18]=1.